This data is from Forward reaction prediction with 1.9M reactions from USPTO patents (1976-2016). The task is: Predict the product of the given reaction. (1) Given the reactants [CH3:1][CH:2]([C@@H:4]1[N:9]([CH2:10][C@H:11]2[CH2:16][N:15]([S:17]([C:20]3[S:21][CH:22]=[CH:23][CH:24]=3)(=[O:19])=[O:18])[CH2:14][CH2:13][N:12]2[C:25]2[CH:30]=[CH:29][C:28]([C@:31]([OH:37])([CH3:36])[C:32]([F:35])([F:34])[F:33])=[CH:27][CH:26]=2)[CH2:8][CH2:7][NH:6][C:5]1=[O:38])[CH3:3].CC([C@H]1N(C[C@H]2CN(S(C3SC=CC=3)(=O)=O)CCN2C2C=CC([C@](O)(C)C(F)(F)F)=CC=2)CCNC1=O)C.CC([C@H]1N(C[C@H]2CN(S(C3SC=CC=3)(=O)=O)CCN2C2C=CC([C@@](O)(C)C(F)(F)F)=CC=2)CCNC1=O)C, predict the reaction product. The product is: [CH3:3][CH:2]([C@@H:4]1[N:9]([CH2:10][C@H:11]2[CH2:16][N:15]([S:17]([C:20]3[S:21][CH:22]=[CH:23][CH:24]=3)(=[O:18])=[O:19])[CH2:14][CH2:13][N:12]2[C:25]2[CH:30]=[CH:29][C:28]([C@@:31]([OH:37])([CH3:36])[C:32]([F:33])([F:34])[F:35])=[CH:27][CH:26]=2)[CH2:8][CH2:7][NH:6][C:5]1=[O:38])[CH3:1]. (2) Given the reactants Cl[C:2]1[CH:13]=[CH:12][C:5]([CH2:6][N:7](C)C(=O)C)=[CH:4][C:3]=1C=O.[CH:16]1(N)[CH2:18][CH2:17]1.[BH4-].[Na+], predict the reaction product. The product is: [CH3:17][CH2:16][CH2:18][CH2:12][CH2:13][CH2:2][CH2:3][CH2:4][CH2:5][CH2:6][NH2:7]. (3) Given the reactants C[O:2][C:3]([C:5]1[C:14]2[C:9](=[C:10]([Br:17])[C:11]([O:15]C)=[CH:12][CH:13]=2)[N:8]=[C:7]([C:18]2[CH:23]=[CH:22][CH:21]=[CH:20][CH:19]=2)[C:6]=1[CH2:24][N:25]1[CH2:30][CH2:29][CH:28]([N:31]2[CH2:36][CH2:35][CH2:34][CH2:33][CH2:32]2)[CH2:27][CH2:26]1)=[O:4], predict the reaction product. The product is: [BrH:17].[N:31]1([CH:28]2[CH2:29][CH2:30][N:25]([CH2:24][C:6]3[C:7]([C:18]4[CH:19]=[CH:20][CH:21]=[CH:22][CH:23]=4)=[N:8][C:9]4[C:14]([C:5]=3[C:3]([OH:4])=[O:2])=[CH:13][CH:12]=[C:11]([OH:15])[C:10]=4[Br:17])[CH2:26][CH2:27]2)[CH2:32][CH2:33][CH2:34][CH2:35][CH2:36]1. (4) Given the reactants [NH2:1][C:2]1[C:7]([O:8][CH2:9][C:10]2[CH:15]=[CH:14][CH:13]=[CH:12][CH:11]=2)=[CH:6][CH:5]=[CH:4][N:3]=1.[Br:16]Br.C(O)(=O)C.N, predict the reaction product. The product is: [NH2:1][C:2]1[C:7]([O:8][CH2:9][C:10]2[CH:11]=[CH:12][CH:13]=[CH:14][CH:15]=2)=[CH:6][C:5]([Br:16])=[CH:4][N:3]=1. (5) Given the reactants Br[CH2:2]/[CH:3]=[CH:4]/[CH2:5][N:6]1[C:10]2[CH:11]=[CH:12][CH:13]=[CH:14][C:9]=2[N:8]([C:15]2[CH:20]=[CH:19][CH:18]=[CH:17][C:16]=2[F:21])[S:7]1(=[O:23])=[O:22].[CH3:24][NH2:25].Cl, predict the reaction product. The product is: [F:21][C:16]1[CH:17]=[CH:18][CH:19]=[CH:20][C:15]=1[N:8]1[C:9]2[CH:14]=[CH:13][CH:12]=[CH:11][C:10]=2[N:6]([CH2:5]/[CH:4]=[CH:3]/[CH2:2][NH:25][CH3:24])[S:7]1(=[O:23])=[O:22].